This data is from Full USPTO retrosynthesis dataset with 1.9M reactions from patents (1976-2016). The task is: Predict the reactants needed to synthesize the given product. Given the product [CH2:1]([C:4]1[C:13]([N:14]([C@H:15]2[CH2:20][CH2:19][C@@H:18]([NH:21][C:22]([O:24][C:25]([CH3:28])([CH3:27])[CH3:26])=[O:23])[CH2:17][CH2:16]2)[CH2:29][CH3:30])=[CH:12][CH:11]=[CH:10][C:5]=1[C:6]([O:8][CH3:9])=[O:7])[CH:2]=[CH2:3], predict the reactants needed to synthesize it. The reactants are: [CH2:1]([C:4]1[C:13]([NH:14][C@H:15]2[CH2:20][CH2:19][C@@H:18]([NH:21][C:22]([O:24][C:25]([CH3:28])([CH3:27])[CH3:26])=[O:23])[CH2:17][CH2:16]2)=[CH:12][CH:11]=[CH:10][C:5]=1[C:6]([O:8][CH3:9])=[O:7])[CH:2]=[CH2:3].[CH:29](=O)[CH3:30].CC(O)=O.[BH-](OC(C)=O)(OC(C)=O)OC(C)=O.[Na+].